Dataset: Choline transporter screen with 302,306 compounds. Task: Binary Classification. Given a drug SMILES string, predict its activity (active/inactive) in a high-throughput screening assay against a specified biological target. (1) The drug is O=C(Nc1cc2CCCc2cc1)Cc1c(OC)ccc(c1)C(=O)C. The result is 0 (inactive). (2) The drug is S1Cc2c(nn(c2c2c1cccc2)C)C(=O)NC1CCC(CC1)C. The result is 0 (inactive). (3) The molecule is S(CC(=O)c1cc2OCCOc2cc1)c1n(nnn1)CC. The result is 0 (inactive). (4) The molecule is Clc1c(C(=O)NCCc2c3c([nH]c2)ccc(OC)c3)cccc1. The result is 0 (inactive). (5) The compound is S(c1cc2c(cc1)cccc2)CC(OCC(=O)N(c1c(n(Cc2ccccc2)c(=O)[nH]c1=O)N)CCOC)=O. The result is 0 (inactive). (6) The compound is O(CC(=O)c1c(n(c(c1)C)c1ccc(cc1)C)C)C(=O)c1c(onc1C)C. The result is 0 (inactive). (7) The compound is O=C1N2C(c3[nH]c4c(c3CC2C(O)=O)cccc4)c2c1c(OC)c(OC)cc2. The result is 0 (inactive). (8) The drug is O(n1c(nc2ncccc12)c1ccc(cc1)C)C. The result is 0 (inactive). (9) The molecule is Brc1cn(nc1[N+]([O-])=O)Cc1oc(cc1)C(=O)N\N=C/c1oc(cc1)C. The result is 0 (inactive). (10) The compound is S1\C(=C/c2c(N3C(CC(OCC)=O)C(=O)NCC3)nc3n(c2=O)cc(cc3)C)C(=O)N(CC(C)C)C1=S. The result is 0 (inactive).